Dataset: Catalyst prediction with 721,799 reactions and 888 catalyst types from USPTO. Task: Predict which catalyst facilitates the given reaction. (1) Reactant: [OH-].[Na+].[F:3][C:4]1[CH:9]=[CH:8][C:7]([C:10]2[N:14]3[CH2:15][CH2:16][CH2:17]/[C:18](=[CH:19]\[C:20]4[CH:25]=[CH:24][C:23]([N:26]5[CH:30]=[C:29]([CH3:31])[N:28]=[CH:27]5)=[C:22]([O:32][CH3:33])[CH:21]=4)/[C:13]3=[N:12][C:11]=2[C:34]([O:36]C)=[O:35])=[CH:6][CH:5]=1.Cl. Product: [F:3][C:4]1[CH:5]=[CH:6][C:7]([C:10]2[N:14]3[CH2:15][CH2:16][CH2:17]/[C:18](=[CH:19]\[C:20]4[CH:25]=[CH:24][C:23]([N:26]5[CH:30]=[C:29]([CH3:31])[N:28]=[CH:27]5)=[C:22]([O:32][CH3:33])[CH:21]=4)/[C:13]3=[N:12][C:11]=2[C:34]([OH:36])=[O:35])=[CH:8][CH:9]=1. The catalyst class is: 5. (2) Reactant: O[CH2:2][C:3]#[C:4][C:5]([C:7]1[CH:12]=[CH:11][CH:10]=[CH:9][CH:8]=1)=[O:6].[BrH:13].O. Product: [Br:13][C:3]1[CH:4]=[C:5]([C:7]2[CH:12]=[CH:11][CH:10]=[CH:9][CH:8]=2)[O:6][CH:2]=1. The catalyst class is: 11. (3) Product: [CH2:32]([O:31][C:29]([N:23]1[CH2:24][C:25]([F:28])([F:27])[CH2:26][C@H:22]1[C:7]1[N:8]([CH3:21])[C:9](=[O:20])[C:10]([OH:11])=[C:5]([C:3]([NH:45][CH2:44][C:43]2[CH:46]=[CH:47][C:40]([F:39])=[CH:41][CH:42]=2)=[O:2])[N:6]=1)=[O:30])[C:33]1[CH:38]=[CH:37][CH:36]=[CH:35][CH:34]=1. Reactant: C[O:2][C:3]([C:5]1[N:6]=[C:7]([C@@H:22]2[CH2:26][C:25]([F:28])([F:27])[CH2:24][N:23]2[C:29]([O:31][CH2:32][C:33]2[CH:38]=[CH:37][CH:36]=[CH:35][CH:34]=2)=[O:30])[N:8]([CH3:21])[C:9](=[O:20])[C:10]=1[O:11]C(=O)C1C=CC=CC=1)=O.[F:39][C:40]1[CH:47]=[CH:46][C:43]([CH2:44][NH2:45])=[CH:42][CH:41]=1. The catalyst class is: 5. (4) Reactant: [OH:1][CH2:2][CH2:3][N:4]([CH:13]1[CH2:18][CH2:17][O:16][CH2:15][CH2:14]1)[C:5]([C:7]1[N:8]=[CH:9][N:10]([CH3:12])[CH:11]=1)=[O:6].[Cl:19][C:20]1[CH:25]=[CH:24][C:23](O)=[CH:22][CH:21]=1.C1(P(C2C=CC=CC=2)C2C=CC=CC=2)C=CC=CC=1.CC(OC(/N=N/C(OC(C)C)=O)=O)C. Product: [Cl:19][C:20]1[CH:25]=[CH:24][C:23]([O:1][CH2:2][CH2:3][N:4]([CH:13]2[CH2:14][CH2:15][O:16][CH2:17][CH2:18]2)[C:5]([C:7]2[N:8]=[CH:9][N:10]([CH3:12])[CH:11]=2)=[O:6])=[CH:22][CH:21]=1. The catalyst class is: 132. (5) Reactant: I[C:2]1[C:7]([C:8]([NH:10][CH3:11])=[O:9])=[CH:6][N:5]=[C:4]([N:12]2[CH2:17][CH2:16][N:15]([CH3:18])[CH2:14][CH2:13]2)[CH:3]=1.C(=O)([O-])[O-].[Na+].[Na+].[C:25]1([CH3:34])[CH:30]=[CH:29][CH:28]=[CH:27][C:26]=1B(O)O. Product: [CH3:11][NH:10][C:8](=[O:9])[C:7]1[C:2]([C:26]2[CH:27]=[CH:28][CH:29]=[CH:30][C:25]=2[CH3:34])=[CH:3][C:4]([N:12]2[CH2:17][CH2:16][N:15]([CH3:18])[CH2:14][CH2:13]2)=[N:5][CH:6]=1. The catalyst class is: 109.